From a dataset of Reaction yield outcomes from USPTO patents with 853,638 reactions. Predict the reaction yield, written as a fraction of the theoretical maximum amount of product (1.0 means a 100% yield; for example, 0.34 means a 34% yield). (1) The catalyst is C1COCC1.CCOCC. The product is [CH3:10][N:9]([CH2:8][C:5]1[CH:4]=[CH:3][C:2]([C:23]2([OH:26])[CH2:24][CH2:25][C:20]3([O:27][CH2:17][CH2:18][O:19]3)[CH2:21][CH2:22]2)=[N:7][CH:6]=1)[CH3:11]. The reactants are Br[C:2]1[N:7]=[CH:6][C:5]([CH2:8][N:9]([CH3:11])[CH3:10])=[CH:4][CH:3]=1.C([Li])CCC.[CH2:17]1[O:27][C:20]2([CH2:25][CH2:24][C:23](=[O:26])[CH2:22][CH2:21]2)[O:19][CH2:18]1. The yield is 0.540. (2) The reactants are N[C:2]1[CH:7]=[CH:6][C:5]([C:8]2[O:12][C:11]([CH3:14])([CH3:13])[C:10](=[O:15])[C:9]=2[C:16]2[CH:21]=[CH:20][C:19]([O:22][CH2:23][C:24]3[CH:33]=[CH:32][C:31]4[C:26](=[CH:27][CH:28]=[CH:29][CH:30]=4)[N:25]=3)=[CH:18][CH:17]=2)=[CH:4][CH:3]=1.Cl.N([O-])=O.[Na+]. The catalyst is C(#N)C.O. The product is [CH3:13][C:11]1([CH3:14])[C:10](=[O:15])[C:9]([C:16]2[CH:17]=[CH:18][C:19]([O:22][CH2:23][C:24]3[CH:33]=[CH:32][C:31]4[C:26](=[CH:27][CH:28]=[CH:29][CH:30]=4)[N:25]=3)=[CH:20][CH:21]=2)=[C:8]([C:5]2[CH:6]=[CH:7][CH:2]=[CH:3][CH:4]=2)[O:12]1. The yield is 0.230. (3) The reactants are [Cl:1][C:2]1[N:7]=[C:6]([Cl:8])[CH:5]=[C:4](Cl)[N:3]=1.[NH:10]1[C:18]2[C:13](=[CH:14][C:15]([NH2:19])=[CH:16][CH:17]=2)[CH:12]=[N:11]1. The catalyst is CCO. The product is [Cl:1][C:2]1[N:3]=[C:4]([NH:19][C:15]2[CH:14]=[C:13]3[C:18](=[CH:17][CH:16]=2)[NH:10][N:11]=[CH:12]3)[CH:5]=[C:6]([Cl:8])[N:7]=1. The yield is 0.400. (4) The reactants are [CH2:1]([C@H:8]([C:31](N1[C@@H](C(C)C)COC1=O)=[O:32])[C@@H:9]([CH:11]1[CH2:15][C@@H:14]([O:16][CH2:17][C:18]2[CH:23]=[CH:22][CH:21]=[CH:20][CH:19]=2)[CH2:13][N:12]1[C:24]([O:26][C:27]([CH3:30])([CH3:29])[CH3:28])=[O:25])[OH:10])[C:2]1[CH:7]=[CH:6][CH:5]=[CH:4][CH:3]=1.[OH:42]O.O[Li].O. The catalyst is C1COCC1.O.O. The product is [CH2:1]([C@@H:8]([C@@H:9]([CH:11]1[CH2:15][C@@H:14]([O:16][CH2:17][C:18]2[CH:23]=[CH:22][CH:21]=[CH:20][CH:19]=2)[CH2:13][N:12]1[C:24]([O:26][C:27]([CH3:29])([CH3:28])[CH3:30])=[O:25])[OH:10])[C:31]([OH:42])=[O:32])[C:2]1[CH:3]=[CH:4][CH:5]=[CH:6][CH:7]=1. The yield is 0.670. (5) The reactants are [S:1]1[CH:5]=[CH:4][CH:3]=[C:2]1[S:6]([NH:9][C:10]1[CH:11]=[CH:12][CH:13]=[C:14]2[C:18]=1[NH:17][C:16]([C:19]1[S:20][C:21]([CH2:24][N:25]3[CH2:30][CH2:29][N:28]([CH2:31][C:32]([OH:34])=O)[CH2:27][CH2:26]3)=[CH:22][N:23]=1)=[CH:15]2)(=[O:8])=[O:7].[N:35]1(O)[C:39]2C=CC=CC=2N=N1.Cl.CN(C)CCCN=C=NCC.CN. The catalyst is CN(C)C=O.C1COCC1.O. The product is [CH3:39][NH:35][C:32](=[O:34])[CH2:31][N:28]1[CH2:29][CH2:30][N:25]([CH2:24][C:21]2[S:20][C:19]([C:16]3[NH:17][C:18]4[C:14]([CH:15]=3)=[CH:13][CH:12]=[CH:11][C:10]=4[NH:9][S:6]([C:2]3[S:1][CH:5]=[CH:4][CH:3]=3)(=[O:8])=[O:7])=[N:23][CH:22]=2)[CH2:26][CH2:27]1. The yield is 0.420. (6) The reactants are C([N:3]([CH2:6][CH3:7])[CH2:4][CH3:5])C.[N:8]1(C([N:8]2[CH:12]=[CH:11]N=[CH:9]2)=S)[CH:12]=[CH:11]N=[CH:9]1. The catalyst is C1COCC1. The product is [CH2:12]1[C:11]2[CH:5]=[CH:4][N:3]=[CH:6][C:7]=2[CH2:9][NH:8]1. The yield is 0.770. (7) The reactants are [F:1][C:2]([F:26])([F:25])[C:3]([N:5]1[CH2:14][CH:13]([C:15]2[CH:20]=[CH:19][C:18]([O:21]C)=[CH:17][CH:16]=2)[C:12]2[C:7](=[CH:8][C:9]([O:23]C)=[CH:10][CH:11]=2)[CH2:6]1)=[O:4].B(Br)(Br)Br. The catalyst is C(Cl)Cl. The product is [F:26][C:2]([F:1])([F:25])[C:3]([N:5]1[CH2:14][CH:13]([C:15]2[CH:20]=[CH:19][C:18]([OH:21])=[CH:17][CH:16]=2)[C:12]2[C:7](=[CH:8][C:9]([OH:23])=[CH:10][CH:11]=2)[CH2:6]1)=[O:4]. The yield is 0.850.